Dataset: Reaction yield outcomes from USPTO patents with 853,638 reactions. Task: Predict the reaction yield, written as a fraction of the theoretical maximum amount of product (1.0 means a 100% yield; for example, 0.34 means a 34% yield). The product is [C:1]1([CH:7]=[CH:8][CH:9]([OH:15])[CH3:10])[CH:6]=[CH:5][CH:4]=[CH:3][CH:2]=1. The yield is 0.968. The catalyst is O1CCOCC1. The reactants are [C:1]1([CH:7](O)[CH:8]=[CH:9][CH3:10])[CH:6]=[CH:5][CH:4]=[CH:3][CH:2]=1.Cl.CC[O:15]CC.C(=O)(O)[O-].[Na+].